From a dataset of Forward reaction prediction with 1.9M reactions from USPTO patents (1976-2016). Predict the product of the given reaction. (1) Given the reactants [CH2:1]([O:3][C:4](=[O:27])[CH2:5][O:6][C:7]1[CH:12]=[CH:11][C:10]([CH2:13][NH:14][C:15]2[CH:20]=[C:19]([CH3:21])[CH:18]=[CH:17][C:16]=2[OH:22])=[CH:9][C:8]=1[O:23][C:24](=[O:26])[CH3:25])[CH3:2].CCN(CC)CC.Cl[C:36](Cl)([O:38]C(=O)OC(Cl)(Cl)Cl)Cl, predict the reaction product. The product is: [C:24]([O:23][C:8]1[CH:9]=[C:10]([CH2:13][N:14]2[C:15]3[CH:20]=[C:19]([CH3:21])[CH:18]=[CH:17][C:16]=3[O:22][C:36]2=[O:38])[CH:11]=[CH:12][C:7]=1[O:6][CH2:5][C:4]([O:3][CH2:1][CH3:2])=[O:27])(=[O:26])[CH3:25]. (2) The product is: [Br:1][C:2]1[CH:3]=[C:4]([CH2:5][OH:6])[CH:7]=[CH:8][CH:9]=1. Given the reactants [Br:1][C:2]1[CH:3]=[C:4]([CH:7]=[CH:8][CH:9]=1)[CH:5]=[O:6].[BH4-].[Na+], predict the reaction product. (3) Given the reactants [CH3:1][C:2]1[O:6][N:5]=[C:4]([C:7]2[CH:12]=[CH:11][CH:10]=[CH:9][CH:8]=2)[C:3]=1[CH2:13][O:14][C:15]1[CH:23]=[CH:22][C:18]([C:19]([OH:21])=O)=[CH:17][N:16]=1.Cl.[N:25]1[N:26]=[CH:27][N:28]2[CH2:33][CH2:32][NH:31][CH2:30][C:29]=12, predict the reaction product. The product is: [N:25]1[N:26]=[CH:27][N:28]2[CH2:33][CH2:32][N:31]([C:19]([C:18]3[CH:17]=[N:16][C:15]([O:14][CH2:13][C:3]4[C:4]([C:7]5[CH:8]=[CH:9][CH:10]=[CH:11][CH:12]=5)=[N:5][O:6][C:2]=4[CH3:1])=[CH:23][CH:22]=3)=[O:21])[CH2:30][C:29]=12.